This data is from Forward reaction prediction with 1.9M reactions from USPTO patents (1976-2016). The task is: Predict the product of the given reaction. (1) The product is: [C:24]([C:27]1[CH:28]=[C:29]([CH:32]=[CH:33][CH:34]=1)[CH:30]=[N:23][NH:22][C:9]1[CH:8]=[C:7]([N:1]2[CH2:6][CH2:5][O:4][CH2:3][CH2:2]2)[N:12]2[N:13]=[C:14]([C:16]3[CH:17]=[CH:18][N:19]=[CH:20][CH:21]=3)[CH:15]=[C:11]2[N:10]=1)(=[O:26])[CH3:25]. Given the reactants [N:1]1([C:7]2[N:12]3[N:13]=[C:14]([C:16]4[CH:21]=[CH:20][N:19]=[CH:18][CH:17]=4)[CH:15]=[C:11]3[N:10]=[C:9]([NH:22][NH2:23])[CH:8]=2)[CH2:6][CH2:5][O:4][CH2:3][CH2:2]1.[C:24]([C:27]1[CH:28]=[C:29]([CH:32]=[CH:33][CH:34]=1)[CH:30]=O)(=[O:26])[CH3:25], predict the reaction product. (2) The product is: [CH3:1][N:2]([CH2:4][C:5]1[C:13]2[O:12][N:11]=[C:10]([CH2:14][CH2:15][CH:16]3[CH2:17][CH2:18][NH:19][CH2:20][CH2:21]3)[C:9]=2[CH:8]=[CH:7][C:6]=1[O:29][CH2:30][C:31]1[CH:32]=[CH:33][C:34]([F:37])=[CH:35][CH:36]=1)[CH3:3]. Given the reactants [CH3:1][N:2]([CH2:4][C:5]1[C:13]2[O:12][N:11]=[C:10]([CH2:14][CH2:15][CH:16]3[CH2:21][CH2:20][N:19](C(OC(C)(C)C)=O)[CH2:18][CH2:17]3)[C:9]=2[CH:8]=[CH:7][C:6]=1[O:29][CH2:30][C:31]1[CH:36]=[CH:35][C:34]([F:37])=[CH:33][CH:32]=1)[CH3:3].Cl.[OH-].[Na+], predict the reaction product. (3) Given the reactants [C:1]1([O:8][CH3:9])[C:2](=[CH:4][CH:5]=[CH:6][CH:7]=1)[OH:3].[CH2:10](Br)[CH:11]=[CH2:12].C(=O)([O-])[O-].[K+].[K+].C(OCC=C)C=C.[CH2:27]([C:30]1[C:35](C(F)(F)F)=[CH:34][CH:33]=[C:32](Cl)[C:31]=1O)C=C.C(C1C=CC=C(OC)C=1O)C=C.C1(O)C=CC=CC=1.C(Br)C1C=CC=CC=1.C(C1C=CC(OC)=CC=1OCC1C=CC=CC=1)C=C, predict the reaction product. The product is: [CH2:10]([C:4]1[CH:5]=[CH:6][CH:7]=[C:1]([O:8][CH3:9])[C:2]=1[O:3][CH2:27][C:30]1[CH:35]=[CH:34][CH:33]=[CH:32][CH:31]=1)[CH:11]=[CH2:12]. (4) Given the reactants COC([N:5]1[C:13]2[C:8](=[CH:9][CH:10]=[C:11]([CH2:14][C:15]([O:17][CH2:18][CH3:19])=[O:16])[CH:12]=2)[CH:7]=[CH:6]1)=O.CNC, predict the reaction product. The product is: [CH2:18]([O:17][C:15](=[O:16])[CH2:14][C:11]1[CH:12]=[C:13]2[C:8]([CH:7]=[CH:6][NH:5]2)=[CH:9][CH:10]=1)[CH3:19]. (5) Given the reactants [Si:1]([O:8][CH2:9][CH2:10][CH2:11][N:12]1[C:17](=[O:18])[C:16]2[C:19]([CH:24]([OH:31])[C:25]3[CH:30]=[CH:29][CH:28]=[CH:27][CH:26]=3)=[C:20](Cl)[N:21]=[CH:22][C:15]=2[N:14]([CH3:32])[C:13]1=[O:33])([C:4]([CH3:7])([CH3:6])[CH3:5])([CH3:3])[CH3:2].[F:34][C:35]([F:47])([F:46])[O:36][C:37]1[CH:38]=[C:39](B(O)O)[CH:40]=[CH:41][CH:42]=1.[O-]P([O-])([O-])=O.[K+].[K+].[K+], predict the reaction product. The product is: [Si:1]([O:8][CH2:9][CH2:10][CH2:11][N:12]1[C:17](=[O:18])[C:16]2[C:19]([CH:24]([OH:31])[C:25]3[CH:30]=[CH:29][CH:28]=[CH:27][CH:26]=3)=[C:20]([C:39]3[CH:40]=[CH:41][CH:42]=[C:37]([O:36][C:35]([F:34])([F:46])[F:47])[CH:38]=3)[N:21]=[CH:22][C:15]=2[N:14]([CH3:32])[C:13]1=[O:33])([C:4]([CH3:7])([CH3:6])[CH3:5])([CH3:3])[CH3:2]. (6) Given the reactants [CH3:1][O:2][C:3]1[CH:8]=[C:7](B2OC(C)(C)C(C)(C)O2)[CH:6]=[CH:5][C:4]=1[OH:18].Br[C:20]1[CH:21]=[C:22]([C:27]2[O:28][C:29]3[C:30]([N:35]=2)=[N:31][CH:32]=[CH:33][CH:34]=3)[C:23]([NH2:26])=[N:24][CH:25]=1.[F-].[Cs+], predict the reaction product. The product is: [NH2:26][C:23]1[N:24]=[CH:25][C:20]([C:7]2[CH:6]=[CH:5][C:4]([OH:18])=[C:3]([O:2][CH3:1])[CH:8]=2)=[CH:21][C:22]=1[C:27]1[O:28][C:29]2[C:30]([N:35]=1)=[N:31][CH:32]=[CH:33][CH:34]=2. (7) Given the reactants [CH3:1][S:2]([NH2:5])(=[O:4])=[O:3].C(N(CC)CC)C.[CH3:13][C:14]([O:17][C:18](O[C:18]([O:17][C:14]([CH3:16])([CH3:15])[CH3:13])=[O:19])=[O:19])([CH3:16])[CH3:15], predict the reaction product. The product is: [CH3:1][S:2]([NH:5][C:18](=[O:19])[O:17][C:14]([CH3:16])([CH3:15])[CH3:13])(=[O:4])=[O:3].